Dataset: Forward reaction prediction with 1.9M reactions from USPTO patents (1976-2016). Task: Predict the product of the given reaction. (1) Given the reactants [CH3:1][N:2]1[C:10]2[N:9]=[C:8]([O:11][C:12]3[CH:17]=[CH:16][CH:15]=[C:14]([O:18][C:19]([F:22])([F:21])[F:20])[CH:13]=3)[N:7]([CH2:23][O:24][CH2:25][CH2:26][Si:27]([CH3:30])([CH3:29])[CH3:28])[C:6]=2[C:5](=[O:31])[NH:4][C:3]1=[O:32].Br[CH2:34][CH2:35][CH2:36][O:37][CH:38]1[CH2:43][CH2:42][CH2:41][CH2:40][O:39]1.C(=O)([O-])[O-].[K+].[K+], predict the reaction product. The product is: [CH3:1][N:2]1[C:10]2[N:9]=[C:8]([O:11][C:12]3[CH:17]=[CH:16][CH:15]=[C:14]([O:18][C:19]([F:21])([F:22])[F:20])[CH:13]=3)[N:7]([CH2:23][O:24][CH2:25][CH2:26][Si:27]([CH3:28])([CH3:30])[CH3:29])[C:6]=2[C:5](=[O:31])[N:4]([CH2:34][CH2:35][CH2:36][O:37][CH:38]2[CH2:43][CH2:42][CH2:41][CH2:40][O:39]2)[C:3]1=[O:32]. (2) Given the reactants [Li][CH2:2]CCC.[F:6][C:7]1[CH:14]=[CH:13][C:12]([F:15])=[CH:11][C:8]=1[CH:9]=O, predict the reaction product. The product is: [F:6][C:7]1[CH:14]=[CH:13][C:12]([F:15])=[CH:11][C:8]=1[CH:9]=[CH2:2]. (3) Given the reactants C([Mg]Cl)(C)C.[Li+].[Cl-].[S:8]1[CH:12]=[CH:11][N:10]=[CH:9]1.[CH:13]([CH:15]1[CH2:20][CH2:19][CH:18]([C:21]([O:23][CH2:24][CH3:25])=[O:22])[CH2:17][CH2:16]1)=[O:14], predict the reaction product. The product is: [OH:14][CH:13]([C:9]1[S:8][CH:12]=[CH:11][N:10]=1)[CH:15]1[CH2:16][CH2:17][CH:18]([C:21]([O:23][CH2:24][CH3:25])=[O:22])[CH2:19][CH2:20]1. (4) Given the reactants [N:1]1([C:6]2[N:11]=[C:10]([CH:12]3[CH:16]([C:17]([OH:19])=O)[CH2:15][CH2:14][N:13]3[CH3:20])[CH:9]=[C:8]([CH3:21])[N:7]=2)[CH:5]=[CH:4][N:3]=[CH:2]1.CN(C(ON1N=NC2C=CC=CC1=2)=[N+](C)C)C.F[P-](F)(F)(F)(F)F.Cl.[CH2:47]1[O:58][C:57]2[CH:56]=[CH:55][C:51]([CH2:52][CH2:53][NH2:54])=[CH:50][C:49]=2[O:48]1.C(N(CC)CC)C, predict the reaction product. The product is: [O:58]1[C:57]2[CH:56]=[CH:55][C:51]([CH2:52][CH2:53][NH:54][C:17]([CH:16]3[CH2:15][CH2:14][N:13]([CH3:20])[CH:12]3[C:10]3[CH:9]=[C:8]([CH3:21])[N:7]=[C:6]([N:1]4[CH:5]=[CH:4][N:3]=[CH:2]4)[N:11]=3)=[O:19])=[CH:50][C:49]=2[O:48][CH2:47]1. (5) Given the reactants CO[C:3](=O)[C@H:4]([NH:6][C:7](=[O:22])[C@@H:8]([NH:11][C:12](OCC1C=CC=CC=1)=[O:13])[CH2:9][OH:10])C.C1CCCCC=1, predict the reaction product. The product is: [OH:10][CH2:9][C@@H:8]1[NH:11][C:12](=[O:13])[C@@H:4]([CH3:3])[NH:6][C:7]1=[O:22].